Dataset: Full USPTO retrosynthesis dataset with 1.9M reactions from patents (1976-2016). Task: Predict the reactants needed to synthesize the given product. (1) Given the product [Cl:31][C:28]1[CH:27]=[C:26]2[C:25](=[CH:30][CH:29]=1)[N:24]([S:21]([C:18]1[CH:17]=[CH:16][C:15]([Cl:14])=[CH:20][CH:19]=1)(=[O:22])=[O:23])[CH2:32][CH2:33][C:34]2=[O:35], predict the reactants needed to synthesize it. The reactants are: FC(F)(F)C(OC(=O)C(F)(F)F)=O.[Cl:14][C:15]1[CH:20]=[CH:19][C:18]([S:21]([N:24]([CH2:32][CH2:33][C:34](O)=[O:35])[C:25]2[CH:30]=[CH:29][C:28]([Cl:31])=[CH:27][CH:26]=2)(=[O:23])=[O:22])=[CH:17][CH:16]=1. (2) The reactants are: [CH2:1]([C:5]1[CH:10]=[CH:9][C:8]([C:11]2[CH:15]=[C:14]([C:16]3[CH:17]=[C:18]([CH2:21][N:22]4[CH2:25][CH:24]([C:26]([O:28]CC)=[O:27])[CH2:23]4)[S:19][CH:20]=3)[O:13][N:12]=2)=[CH:7][CH:6]=1)[CH:2]([CH3:4])[CH3:3].[OH-].[Na+].CO.C(O)(=O)C. Given the product [CH2:1]([C:5]1[CH:10]=[CH:9][C:8]([C:11]2[CH:15]=[C:14]([C:16]3[CH:17]=[C:18]([CH2:21][N:22]4[CH2:25][CH:24]([C:26]([OH:28])=[O:27])[CH2:23]4)[S:19][CH:20]=3)[O:13][N:12]=2)=[CH:7][CH:6]=1)[CH:2]([CH3:4])[CH3:3], predict the reactants needed to synthesize it. (3) Given the product [F:1][C:2]1[CH:7]=[CH:6][CH:5]=[C:4]([F:8])[C:3]=1[N:9]1[C:14]2[N:15]=[C:16]([N:42]([CH2:41][CH2:40][CH2:39][N:38]([CH3:44])[CH3:37])[CH3:43])[N:17]=[C:18]([C:19]3[CH:20]=[C:21]([CH:28]=[CH:29][C:30]=3[CH3:31])[C:22]([NH:24][CH2:25][CH2:26][CH3:27])=[O:23])[C:13]=2[CH:12]=[CH:11][C:10]1=[O:36], predict the reactants needed to synthesize it. The reactants are: [F:1][C:2]1[CH:7]=[CH:6][CH:5]=[C:4]([F:8])[C:3]=1[N:9]1[C:14]2[N:15]=[C:16](S(C)(=O)=O)[N:17]=[C:18]([C:19]3[CH:20]=[C:21]([CH:28]=[CH:29][C:30]=3[CH3:31])[C:22]([NH:24][CH2:25][CH2:26][CH3:27])=[O:23])[C:13]=2[CH:12]=[CH:11][C:10]1=[O:36].[CH3:37][N:38]([CH3:44])[CH2:39][CH2:40][CH2:41][NH:42][CH3:43]. (4) Given the product [OH:14][C:13]1[C:12]([CH3:11])=[C:18]([OH:19])[CH:17]=[CH:16][C:15]=1[C:8](=[O:9])[CH2:7][C:1]1[CH:6]=[CH:5][CH:4]=[CH:3][CH:2]=1, predict the reactants needed to synthesize it. The reactants are: [C:1]1([CH2:7][C:8](Cl)=[O:9])[CH:6]=[CH:5][CH:4]=[CH:3][CH:2]=1.[CH3:11][C:12]1[C:18]([OH:19])=[CH:17][CH:16]=[CH:15][C:13]=1[OH:14].[Cl-].[Cl-].[Cl-].[Al+3]. (5) Given the product [C:27]([C:26]1[CH:25]=[C:24]([NH:23][C:11]([C:2]2[CH:3]=[CH:4][C:5]3[C:10](=[CH:9][CH:8]=[CH:7][CH:6]=3)[CH:1]=2)=[O:13])[CH:31]=[CH:30][CH:29]=1)#[N:28], predict the reactants needed to synthesize it. The reactants are: [CH:1]1[C:10]2[C:5](=[CH:6][CH:7]=[CH:8][CH:9]=2)[CH:4]=[CH:3][C:2]=1[C:11]([OH:13])=O.CN(C)C=O.S(Cl)(Cl)=O.[NH2:23][C:24]1[CH:25]=[C:26]([CH:29]=[CH:30][CH:31]=1)[C:27]#[N:28]. (6) Given the product [NH2:103][C:99]1[CH:98]=[C:97]([CH:102]=[CH:101][CH:100]=1)[CH2:96][N:94]1[N:93]=[N:92][C:91]([C:86]2[CH:87]=[CH:88][CH:89]=[C:90]3[C:85]=2[CH2:84][CH2:83][CH2:82][N:81]3[C:79](=[O:80])[CH2:78][CH2:77][CH2:76][O:75][C:74]2[CH:111]=[CH:112][CH:113]=[C:114]([CH3:115])[C:73]=2[CH3:72])=[N:95]1, predict the reactants needed to synthesize it. The reactants are: NCC1C=C(C2C=CC=C3C=2CCCN3C(=O)CCCOC2C=CC=C(C)C=2C)C=CC=1.CC1C(C)=CC=CC=1OCCCC(N1C2C(=C(C3C=C(C=CC=3)CNC(=O)OC(C)(C)C)C=CC=2)CCC1)=O.[CH3:72][C:73]1[C:114]([CH3:115])=[CH:113][CH:112]=[CH:111][C:74]=1[O:75][CH2:76][CH2:77][CH2:78][C:79]([N:81]1[C:90]2[C:85](=[C:86]([C:91]3[N:92]=[N:93][N:94]([CH2:96][C:97]4[CH:98]=[C:99]([NH:103]C(=O)OC(C)(C)C)[CH:100]=[CH:101][CH:102]=4)[N:95]=3)[CH:87]=[CH:88][CH:89]=2)[CH2:84][CH2:83][CH2:82]1)=[O:80]. (7) Given the product [F:1][C:2]1[C:7]([O:8][CH3:9])=[CH:6][C:5]([O:10][CH3:11])=[C:4]([F:12])[C:3]=1[C:13]1[N:18]=[C:17]2[NH:19][N:20]=[C:21]([C:32]3[CH:33]=[C:34]4[C:29](=[CH:30][CH:31]=3)[C:28](=[O:45])[N:27]([CH:25]([CH3:26])[CH2:24][OH:23])[CH2:35]4)[C:16]2=[CH:15][N:14]=1, predict the reactants needed to synthesize it. The reactants are: [F:1][C:2]1[C:7]([O:8][CH3:9])=[CH:6][C:5]([O:10][CH3:11])=[C:4]([F:12])[C:3]=1[C:13]1[N:18]=[C:17]2[NH:19][N:20]=[C:21](I)[C:16]2=[CH:15][N:14]=1.[OH:23][CH2:24][CH:25]([N:27]1[CH2:35][C:34]2[C:29](=[CH:30][CH:31]=[C:32](B3OC(C)(C)C(C)(C)O3)[CH:33]=2)[C:28]1=[O:45])[CH3:26]. (8) Given the product [O:17]1[C:13]2[CH:12]=[CH:11][C:10]([C:8](=[O:9])[CH2:2][CH3:1])=[CH:18][C:14]=2[N:15]=[CH:16]1, predict the reactants needed to synthesize it. The reactants are: [CH3:1][CH2:2][Mg+].[Br-].CON(C)[C:8]([C:10]1[CH:11]=[CH:12][C:13]2[O:17][CH:16]=[N:15][C:14]=2[CH:18]=1)=[O:9].